This data is from Forward reaction prediction with 1.9M reactions from USPTO patents (1976-2016). The task is: Predict the product of the given reaction. Given the reactants C([O:5][C:6]([N:8]1[CH2:15][CH:14]2[CH:10]([CH2:11][NH:12][CH2:13]2)[CH2:9]1)=O)(C)(C)C.[ClH:16].[C@H:17]12C[C@H](NC1)CN2C(=O)C, predict the reaction product. The product is: [ClH:16].[CH2:9]1[CH:10]2[CH2:11][NH:12][CH2:13][CH:14]2[CH2:15][N:8]1[C:6](=[O:5])[CH3:17].